From a dataset of hERG potassium channel inhibition data for cardiac toxicity prediction from Karim et al.. Regression/Classification. Given a drug SMILES string, predict its toxicity properties. Task type varies by dataset: regression for continuous values (e.g., LD50, hERG inhibition percentage) or binary classification for toxic/non-toxic outcomes (e.g., AMES mutagenicity, cardiotoxicity, hepatotoxicity). Dataset: herg_karim. (1) The molecule is CNCc1cc(C(=O)N(C)C)ccc1Oc1ccc(Cl)cc1OC. The result is 1 (blocker). (2) The drug is COc1c(N2CC[C@@H]([C@H](C)N)C2)c(F)cc2c(=O)c(C(=O)O)cn(C3CC3)c12. The result is 0 (non-blocker). (3) The molecule is Cc1ccnc2c3c(nn12)CN([C@H]1CO[C@H](c2cc(F)ccc2F)[C@@H](N)C1)C3. The result is 0 (non-blocker). (4) The compound is O=S(=O)(c1ccc(/C=C/c2ccc(F)cc2O)nc1)c1ccccc1F. The result is 1 (blocker). (5) The drug is N#CCN(CCOc1ccc([N+](=O)[O-])cc1)CCc1ccc([N+](=O)[O-])cc1. The result is 1 (blocker). (6) The compound is COCCCc1cc(CCC(=O)N2CCOCC2)c(Cl)c(CN(C(=O)[C@H]2CNCC[C@@]23OCc2cc(F)c(F)cc23)C2CC2)c1. The result is 0 (non-blocker). (7) The compound is COc1cccc2c(=O)n(C)c(-c3ccc(OC4CCN(C5CCC5)CC4)cc3)nc12. The result is 0 (non-blocker).